This data is from Peptide-MHC class II binding affinity with 134,281 pairs from IEDB. The task is: Regression. Given a peptide amino acid sequence and an MHC pseudo amino acid sequence, predict their binding affinity value. This is MHC class II binding data. (1) The MHC is HLA-DPA10201-DPB10101 with pseudo-sequence HLA-DPA10201-DPB10101. The binding affinity (normalized) is 0.358. The peptide sequence is GAMVATNFFGINTIP. (2) The peptide sequence is ERRNKYLEEHPSAGK. The MHC is DRB1_0401 with pseudo-sequence DRB1_0401. The binding affinity (normalized) is 0.360. (3) The peptide sequence is AATAAAAAAVDRGDP. The MHC is DRB1_1302 with pseudo-sequence DRB1_1302. The binding affinity (normalized) is 0. (4) The peptide sequence is GGVVQPGRSLRLSCA. The MHC is DRB5_0101 with pseudo-sequence DRB5_0101. The binding affinity (normalized) is 0.545. (5) The peptide sequence is LKGTFTYNKMTCLIL. The MHC is DRB1_1101 with pseudo-sequence DRB1_1101. The binding affinity (normalized) is 0.243. (6) The peptide sequence is TTEEQKLIEDINVGF. The binding affinity (normalized) is 0.126. The MHC is DRB1_0101 with pseudo-sequence DRB1_0101. (7) The peptide sequence is NRFSYIPNGALKFVD. The MHC is DRB3_0101 with pseudo-sequence DRB3_0101. The binding affinity (normalized) is 0.768.